Dataset: CYP2C9 inhibition data for predicting drug metabolism from PubChem BioAssay. Task: Regression/Classification. Given a drug SMILES string, predict its absorption, distribution, metabolism, or excretion properties. Task type varies by dataset: regression for continuous measurements (e.g., permeability, clearance, half-life) or binary classification for categorical outcomes (e.g., BBB penetration, CYP inhibition). Dataset: cyp2c9_veith. (1) The compound is COC(=O)[C@]1(C)CCC(c2ccc(C)cc2)=C(CC(=O)O)C1. The result is 0 (non-inhibitor). (2) The drug is Cc1ccc(SCc2nnc(NC(=O)c3ccccc3)s2)cc1. The result is 0 (non-inhibitor). (3) The compound is NNC(=O)CS(=O)(=O)Nc1ncccn1. The result is 0 (non-inhibitor). (4) The compound is O=C(Cc1cccs1)N1CCC(c2nc3c(nnn3Cc3ccccc3Cl)c(=O)[nH]2)CC1. The result is 1 (inhibitor). (5) The drug is CC(C)(C)c1ccc(OCC(=O)NNC(=O)Cc2cccs2)cc1. The result is 0 (non-inhibitor).